This data is from Reaction yield outcomes from USPTO patents with 853,638 reactions. The task is: Predict the reaction yield, written as a fraction of the theoretical maximum amount of product (1.0 means a 100% yield; for example, 0.34 means a 34% yield). (1) The catalyst is CN(C=O)C. The reactants are C(O[C:6](=O)[NH:7][C:8]1[CH:13]=[CH:12][C:11]([C:14]([N:16]2[CH2:22][C:21]3([CH3:24])[CH2:23][CH:17]2[CH2:18][C:19]([CH3:26])([CH3:25])[CH2:20]3)=[O:15])=[CH:10][CH:9]=1)(C)(C)C.[H-].[Na+].CI. The yield is 0.450. The product is [CH3:6][NH:7][C:8]1[CH:13]=[CH:12][C:11]([C:14]([N:16]2[CH2:22][C:21]3([CH3:24])[CH2:23][CH:17]2[CH2:18][C:19]([CH3:26])([CH3:25])[CH2:20]3)=[O:15])=[CH:10][CH:9]=1. (2) The reactants are [CH:1]1[CH:6]=[CH:5][CH:4]=[CH:3][CH:2]=1.[Cl-].[Cl-].[Cl-].[Al+3].[C:11](Cl)(=[O:16])/[C:12](=[CH:14]/[CH3:15])/[CH3:13]. The catalyst is Cl. The product is [CH3:13][CH:12]1[CH:14]([CH3:15])[C:6]2[C:1](=[CH:2][CH:3]=[CH:4][CH:5]=2)[C:11]1=[O:16]. The yield is 0.920. (3) The reactants are CC(C)=[O:3].OS(O)(=O)=O.O=[Cr](=O)=O.[OH:14][CH2:15][C@H:16]1[C@@H:18]([CH2:19][C:20]([O:22][CH3:23])=[O:21])[C:17]1([CH3:25])[CH3:24]. The catalyst is CC(C)=O.ClCCl. The product is [CH3:23][O:22][C:20](=[O:21])[CH2:19][C@@H:18]1[C@H:16]([C:15]([OH:3])=[O:14])[C:17]1([CH3:25])[CH3:24]. The yield is 0.460.